Dataset: Reaction yield outcomes from USPTO patents with 853,638 reactions. Task: Predict the reaction yield, written as a fraction of the theoretical maximum amount of product (1.0 means a 100% yield; for example, 0.34 means a 34% yield). (1) The reactants are FC(F)(F)C(O)=O.[Cl:8][C:9]1[CH:14]=[CH:13][C:12]([C:15]2([C:39]#[N:40])[CH:19]([CH2:20][C:21]([CH3:24])([CH3:23])[CH3:22])[NH:18][CH:17]([C:25]([OH:27])=O)[CH:16]2[C:28]2[CH:33]=[C:32]([Cl:34])[CH:31]=[CH:30][C:29]=2[O:35][CH2:36][CH2:37][OH:38])=[C:11]([F:41])[CH:10]=1.CC1(C)[O:47][C@@H:46]([CH2:48][CH2:49][NH2:50])[CH2:45][O:44]1.CN(C(ON1N=NC2C=CC=NC1=2)=[N+](C)C)C.F[P-](F)(F)(F)(F)F.CCN(C(C)C)C(C)C.Cl. The catalyst is C(Cl)Cl.O1CCCC1. The product is [OH:47][C@H:46]([CH2:45][OH:44])[CH2:48][CH2:49][NH:50][C:25]([CH:17]1[CH:16]([C:28]2[CH:33]=[C:32]([Cl:34])[CH:31]=[CH:30][C:29]=2[O:35][CH2:36][CH2:37][OH:38])[C:15]([C:12]2[CH:13]=[CH:14][C:9]([Cl:8])=[CH:10][C:11]=2[F:41])([C:39]#[N:40])[CH:19]([CH2:20][C:21]([CH3:22])([CH3:24])[CH3:23])[NH:18]1)=[O:27]. The yield is 0.130. (2) The reactants are [C:1]1([CH2:7][C:8](Cl)=[O:9])[CH:6]=[CH:5][CH:4]=[CH:3][CH:2]=1.[S-:11][C:12]#[N:13].[K+].C(=O)([O-])O.[Na+].[NH2:20][C:21]1[CH:47]=[CH:46][C:24]([O:25][C:26]2[CH:31]=[CH:30][N:29]=[C:28]([NH:32][C:33]([N:35]3[CH2:40][CH2:39][CH:38]([N:41]4[CH2:45][CH2:44][CH2:43][CH2:42]4)[CH2:37][CH2:36]3)=[O:34])[CH:27]=2)=[CH:23][CH:22]=1.[C@]12(CS(O)(=O)=O)C(C)(C)C(CC1)CC2=O. The catalyst is C(#N)C.C(O)C.C1(C)C=CC=CC=1. The product is [C:1]1([CH2:7][C:8]([NH:13][C:12](=[S:11])[NH:20][C:21]2[CH:22]=[CH:23][C:24]([O:25][C:26]3[CH:31]=[CH:30][N:29]=[C:28]([NH:32][C:33]([N:35]4[CH2:36][CH2:37][CH:38]([N:41]5[CH2:45][CH2:44][CH2:43][CH2:42]5)[CH2:39][CH2:40]4)=[O:34])[CH:27]=3)=[CH:46][CH:47]=2)=[O:9])[CH:6]=[CH:5][CH:4]=[CH:3][CH:2]=1. The yield is 0.440.